This data is from Catalyst prediction with 721,799 reactions and 888 catalyst types from USPTO. The task is: Predict which catalyst facilitates the given reaction. (1) Reactant: [Cl:1][C:2]1[CH:3]=[CH:4][C:5]2[N:11](CC3C=CC(OC)=CC=3OC)[C:10](=[O:23])[C@@H:9]([CH2:24][C:25]([O:27][CH2:28][CH3:29])=[O:26])[O:8][C@H:7]([C:30]3[CH:35]=[CH:34][CH:33]=[C:32]([O:36][CH3:37])[C:31]=3[Cl:38])[C:6]=2[CH:39]=1.[N+]([O-])([O-])=O.[Ce+4].[Ce+4].[NH4+].[N+]([O-])([O-])=O.[N+]([O-])([O-])=O.[N+]([O-])([O-])=O.[N+]([O-])([O-])=O.[N+]([O-])([O-])=O.[N+]([O-])([O-])=O.[N+]([O-])([O-])=O.[N+]([O-])([O-])=O.C(=O)(O)[O-].[Na+]. Product: [Cl:1][C:2]1[CH:3]=[CH:4][C:5]2[NH:11][C:10](=[O:23])[C@@H:9]([CH2:24][C:25]([O:27][CH2:28][CH3:29])=[O:26])[O:8][C@H:7]([C:30]3[CH:35]=[CH:34][CH:33]=[C:32]([O:36][CH3:37])[C:31]=3[Cl:38])[C:6]=2[CH:39]=1. The catalyst class is: 21. (2) Reactant: [C:1]([CH:3]([CH2:9][C:10]#[N:11])C(OCC)=O)#[N:2].N1C=CC=CC=1.F[B-](F)(F)F.[C:23]1([N+:29]#[N:30])[CH:28]=[CH:27][CH:26]=[CH:25][CH:24]=1. Product: [C:23]1([N:29]=[N:30][CH:3]([CH2:9][C:10]#[N:11])[C:1]#[N:2])[CH:28]=[CH:27][CH:26]=[CH:25][CH:24]=1. The catalyst class is: 5. (3) Reactant: [CH:1]([C:3]1[CH:8]=[CH:7][C:6]([N:9]2[CH2:14][CH2:13][N:12]([C:15]([O:17][C:18]([CH3:21])([CH3:20])[CH3:19])=[O:16])[CH2:11][CH2:10]2)=[CH:5][CH:4]=1)=O.C([O-])([O-])=O.[K+].[K+].Cl.[NH2:29][OH:30]. Product: [OH:30]/[N:29]=[CH:1]/[C:3]1[CH:8]=[CH:7][C:6]([N:9]2[CH2:14][CH2:13][N:12]([C:15]([O:17][C:18]([CH3:21])([CH3:20])[CH3:19])=[O:16])[CH2:11][CH2:10]2)=[CH:5][CH:4]=1. The catalyst class is: 88. (4) Reactant: Br[CH2:2][C:3]1[CH:8]=[CH:7][C:6]([NH:9][C:10](=[O:15])[C:11]([CH3:14])([CH3:13])[CH3:12])=[CH:5][C:4]=1[CH2:16][S:17][C:18]([CH3:21])([CH3:20])[CH3:19].[C-:22]#[N:23].[K+]. Product: [C:18]([S:17][CH2:16][C:4]1[CH:5]=[C:6]([NH:9][C:10](=[O:15])[C:11]([CH3:14])([CH3:13])[CH3:12])[CH:7]=[CH:8][C:3]=1[CH2:2][C:22]#[N:23])([CH3:21])([CH3:20])[CH3:19]. The catalyst class is: 16. (5) Reactant: [Cl:1][C:2]1[CH:3]=[C:4]([OH:28])[CH:5]=[C:6]([Cl:27])[C:7]=1[CH2:8][C:9]1[CH:14]=[CH:13][C:12]([O:15]COC)=[C:11]([CH2:19][C:20]2[CH:25]=[CH:24][C:23]([F:26])=[CH:22][CH:21]=2)[CH:10]=1.CC1C=CC(S(O[CH2:40][P:41]([CH3:46])(=[O:45])[O:42][CH2:43][CH3:44])(=O)=O)=CC=1.C(=O)([O-])[O-].[Cs+].[Cs+]. Product: [Cl:27][C:6]1[CH:5]=[C:4]([CH:3]=[C:2]([Cl:1])[C:7]=1[CH2:8][C:9]1[CH:14]=[CH:13][C:12]([OH:15])=[C:11]([CH2:19][C:20]2[CH:21]=[CH:22][C:23]([F:26])=[CH:24][CH:25]=2)[CH:10]=1)[O:28][CH2:40][P:41]([CH3:46])(=[O:45])[O:42][CH2:43][CH3:44]. The catalyst class is: 10. (6) Reactant: CCCCCC.CCOC(C)=O.[CH3:13][O:14][C:15](=[O:25])[C:16]([CH3:24])([CH3:23])[CH2:17][CH2:18][C:19]([O:21]C)=[O:20].[OH-].[K+]. Product: [CH3:13][O:14][C:15](=[O:25])[C:16]([CH3:23])([CH3:24])[CH2:17][CH2:18][C:19]([OH:21])=[O:20]. The catalyst class is: 5. (7) Product: [ClH:32].[NH2:10][CH:11]1[C:25](=[O:26])[N:24]([CH3:27])[CH2:23][C:14]2[C:15]3[CH:16]=[N:17][NH:18][C:19]=3[C:20]([CH3:22])=[CH:21][C:13]=2[CH2:12]1. The catalyst class is: 19. Reactant: C(OC(=O)[NH:10][CH:11]1[C:25](=[O:26])[N:24]([CH3:27])[CH2:23][C:14]2[C:15]3[CH:16]=[N:17][NH:18][C:19]=3[C:20]([CH3:22])=[CH:21][C:13]=2[CH2:12]1)C1C=CC=CC=1.[H][H].C(Cl)(Cl)[Cl:32]. (8) Reactant: [Br:1][C:2]1[CH:7]=[CH:6][C:5]([C:8]2[N:13]=[N:12][C:11]([NH2:14])=[N:10][CH:9]=2)=[CH:4][C:3]=1[F:15].[C:16]([O:20][C:21](=[O:34])[NH:22][C:23]1[CH:28]=[CH:27][CH:26]=[C:25]([CH2:29][CH:30](Cl)[CH:31]=O)[CH:24]=1)([CH3:19])([CH3:18])[CH3:17]. Product: [Br:1][C:2]1[CH:7]=[CH:6][C:5]([C:8]2[CH:9]=[N:10][C:11]3[N:12]([C:30]([CH2:29][C:25]4[CH:24]=[C:23]([NH:22][C:21](=[O:34])[O:20][C:16]([CH3:18])([CH3:17])[CH3:19])[CH:28]=[CH:27][CH:26]=4)=[CH:31][N:14]=3)[N:13]=2)=[CH:4][C:3]=1[F:15]. The catalyst class is: 8. (9) Reactant: [CH2:1]([C:4]1([S:7](Cl)(=[O:9])=[O:8])[CH2:6][CH2:5]1)[CH:2]=[CH2:3].[C:11]([O:15][C:16]([N:18]1[C:22]2=[C:23]([NH2:38])[C:24]([NH:29][C:30]3[CH:35]=[CH:34][C:33]([Br:36])=[CH:32][C:31]=3[F:37])=[C:25]([CH3:28])[C:26](=[O:27])[N:21]2[CH2:20][CH2:19]1)=[O:17])([CH3:14])([CH3:13])[CH3:12].C(OC(=O)C)C. Product: [C:11]([O:15][C:16]([N:18]1[C:22]2=[C:23]([NH:38][S:7]([C:4]3([CH2:1][CH:2]=[CH2:3])[CH2:6][CH2:5]3)(=[O:9])=[O:8])[C:24]([NH:29][C:30]3[CH:35]=[CH:34][C:33]([Br:36])=[CH:32][C:31]=3[F:37])=[C:25]([CH3:28])[C:26](=[O:27])[N:21]2[CH2:20][CH2:19]1)=[O:17])([CH3:12])([CH3:13])[CH3:14]. The catalyst class is: 17.